This data is from Reaction yield outcomes from USPTO patents with 853,638 reactions. The task is: Predict the reaction yield, written as a fraction of the theoretical maximum amount of product (1.0 means a 100% yield; for example, 0.34 means a 34% yield). (1) The reactants are [CH3:1][O:2][C:3]1[CH:8]=[CH:7][CH:6]=[CH:5][C:4]=1[C:9]1[C:14]2[O:15][C@:16]([CH2:20]OS(C3C=CC(C)=CC=3)(=O)=O)([CH3:19])[CH2:17][O:18][C:13]=2[CH:12]=[CH:11][CH:10]=1.[N-:32]=[N+:33]=[N-:34].[Na+]. No catalyst specified. The product is [N:32]([CH2:20][C@:16]1([CH3:19])[O:15][C:14]2[C:9]([C:4]3[CH:5]=[CH:6][CH:7]=[CH:8][C:3]=3[O:2][CH3:1])=[CH:10][CH:11]=[CH:12][C:13]=2[O:18][CH2:17]1)=[N+:33]=[N-:34]. The yield is 0.660. (2) The reactants are [NH2:1][CH:2]1[CH2:7][CH2:6][N:5]([CH2:8][CH2:9][N:10]2[C:19]3[C:14](=[C:15]([F:21])[CH:16]=[C:17]([F:20])[CH:18]=3)[CH:13]=[CH:12][C:11]2=[O:22])[CH:4]([CH3:23])[CH2:3]1.[O:24]1[C:33]2[CH:32]=[C:31]([CH:34]=O)[N:30]=[CH:29][C:28]=2[O:27][CH2:26][CH2:25]1.C(O[BH-](OC(=O)C)OC(=O)C)(=O)C.[Na+]. The catalyst is ClC(Cl)C.CO. The product is [O:24]1[C:33]2[CH:32]=[C:31]([CH2:34][NH:1][CH:2]3[CH2:7][CH2:6][N:5]([CH2:8][CH2:9][N:10]4[C:19]5[C:14](=[C:15]([F:21])[CH:16]=[C:17]([F:20])[CH:18]=5)[CH:13]=[CH:12][C:11]4=[O:22])[CH:4]([CH3:23])[CH2:3]3)[N:30]=[CH:29][C:28]=2[O:27][CH2:26][CH2:25]1. The yield is 0.690. (3) The reactants are [O:1]1[C:6]2([CH2:11][CH2:10][NH:9][CH2:8][CH2:7]2)[CH2:5][NH:4][C:3](=[O:12])[CH2:2]1.[CH:13]1([N:18]2[C:22]3[N:23]=[C:24]([NH:27][C:28]4[N:33]=[N:32][C:31](Cl)=[CH:30][CH:29]=4)[N:25]=[CH:26][C:21]=3[C:20]3[CH:35]=[CH:36][N:37]=[CH:38][C:19]2=3)[CH2:17][CH2:16][CH2:15][CH2:14]1.C(N(CC)C(C)C)(C)C. The catalyst is CN1CCCC1=O. The product is [CH:13]1([N:18]2[C:22]3[N:23]=[C:24]([NH:27][C:28]4[N:33]=[N:32][C:31]([N:9]5[CH2:8][CH2:7][C:6]6([O:1][CH2:2][C:3](=[O:12])[NH:4][CH2:5]6)[CH2:11][CH2:10]5)=[CH:30][CH:29]=4)[N:25]=[CH:26][C:21]=3[C:20]3[CH:35]=[CH:36][N:37]=[CH:38][C:19]2=3)[CH2:14][CH2:15][CH2:16][CH2:17]1. The yield is 0.0500. (4) The reactants are Cl[C:2]1[CH:7]=[C:6]([Cl:8])[N:5]=[C:4]([CH3:9])[N:3]=1.CCN(C(C)C)C(C)C.[C:19]([O:23][C:24](=[O:33])[NH:25][C@H:26]1[CH2:31][CH2:30][C@@H:29]([NH2:32])[CH2:28][CH2:27]1)([CH3:22])([CH3:21])[CH3:20]. The catalyst is CO. The product is [C:19]([O:23][C:24](=[O:33])[NH:25][C@H:26]1[CH2:27][CH2:28][C@@H:29]([NH:32][C:2]2[CH:7]=[C:6]([Cl:8])[N:5]=[C:4]([CH3:9])[N:3]=2)[CH2:30][CH2:31]1)([CH3:22])([CH3:20])[CH3:21]. The yield is 0.950. (5) The reactants are CC1(C)[O:6][C@H:5]([CH2:7][N:8]2[CH:12]=[CH:11][C:10]([NH:13][C:14](=[O:36])[CH:15]([N:20]3[C:25](=[O:26])[CH:24]=[C:23]([O:27][C:28]4[C:33]([F:34])=[CH:32][CH:31]=[CH:30][C:29]=4[F:35])[CH:22]=[N:21]3)[CH2:16][CH:17]([CH3:19])[CH3:18])=[N:9]2)[CH2:4][O:3]1.O.C1(C)C=CC(S(O)(=O)=O)=CC=1. The catalyst is CO.C(OCC)(=O)C. The product is [OH:6][C@@H:5]([CH2:4][OH:3])[CH2:7][N:8]1[CH:12]=[CH:11][C:10]([NH:13][C:14](=[O:36])[CH:15]([N:20]2[C:25](=[O:26])[CH:24]=[C:23]([O:27][C:28]3[C:33]([F:34])=[CH:32][CH:31]=[CH:30][C:29]=3[F:35])[CH:22]=[N:21]2)[CH2:16][CH:17]([CH3:19])[CH3:18])=[N:9]1. The yield is 0.770. (6) The reactants are [C:1]1([S:7][CH2:8][C:9]([O:11]C)=[O:10])[CH:6]=[CH:5][CH:4]=[CH:3][CH:2]=1.[Li+].[OH-]. The catalyst is CO. The product is [C:1]1([S:7][CH2:8][C:9]([OH:11])=[O:10])[CH:6]=[CH:5][CH:4]=[CH:3][CH:2]=1. The yield is 0.890. (7) The reactants are [N+:1]([C:4]1[CH:5]=[C:6]2[C:10](=[CH:11][CH:12]=1)[NH:9][CH:8]=[CH:7]2)([O-:3])=[O:2].[CH3:13][N:14]1[CH:18]2[CH2:19][C:20]([CH2:22][CH:15]1[CH2:16][CH2:17]2)=O.OP(O)(O)=O. The catalyst is C(O)(=O)C. The product is [CH3:13][N:14]1[CH:15]2[CH2:16][CH2:17][CH:18]1[CH2:19][C:20]([C:7]1[C:6]3[C:10](=[CH:11][CH:12]=[C:4]([N+:1]([O-:3])=[O:2])[CH:5]=3)[NH:9][CH:8]=1)=[CH:22]2. The yield is 0.310.